The task is: Regression. Given two drug SMILES strings and cell line genomic features, predict the synergy score measuring deviation from expected non-interaction effect.. This data is from NCI-60 drug combinations with 297,098 pairs across 59 cell lines. Drug 1: CS(=O)(=O)C1=CC(=C(C=C1)C(=O)NC2=CC(=C(C=C2)Cl)C3=CC=CC=N3)Cl. Drug 2: C1=CN(C=N1)CC(O)(P(=O)(O)O)P(=O)(O)O. Cell line: NCI-H522. Synergy scores: CSS=14.4, Synergy_ZIP=-2.25, Synergy_Bliss=5.91, Synergy_Loewe=5.93, Synergy_HSA=5.95.